Predict the reactants needed to synthesize the given product. From a dataset of Full USPTO retrosynthesis dataset with 1.9M reactions from patents (1976-2016). (1) Given the product [Br:1][C:2]1[N:7]=[C:6]([C:8]2[NH:17][C:16](=[O:18])[C:15]3[C:10](=[CH:11][C:12]([F:20])=[CH:13][C:14]=3[O:22][CH3:21])[N:9]=2)[CH:5]=[CH:4][CH:3]=1, predict the reactants needed to synthesize it. The reactants are: [Br:1][C:2]1[N:7]=[C:6]([C:8]2[NH:17][C:16](=[O:18])[C:15]3[C:10](=[CH:11][C:12]([F:20])=[CH:13][C:14]=3F)[N:9]=2)[CH:5]=[CH:4][CH:3]=1.[CH3:21][O-:22].[Na+]. (2) The reactants are: [CH3:1][O:2][C:3]1[CH:8]=[CH:7][C:6]([Mg]Br)=[CH:5][CH:4]=1.[O:11]1[C:15]2([CH2:20][CH2:19][CH:18]([C:21]#[N:22])[CH2:17][CH2:16]2)[O:14][CH2:13][CH2:12]1.S([O-])([O-])(=O)=O.[Na+].[Na+].[BH4-].[Na+].Cl.[OH-].[Na+]. Given the product [O:11]1[C:15]2([CH2:20][CH2:19][CH:18]([CH:21]([NH2:22])[C:6]3[CH:7]=[CH:8][C:3]([O:2][CH3:1])=[CH:4][CH:5]=3)[CH2:17][CH2:16]2)[O:14][CH2:13][CH2:12]1, predict the reactants needed to synthesize it. (3) Given the product [C:23]([C:15]1[C:14]([NH:13][C:8]([C:5]2[S:6][CH:7]=[C:3]([C:2]([F:1])([F:12])[F:11])[N:4]=2)=[O:10])=[C:19]([CH3:20])[C:18]([O:21][CH3:22])=[CH:17][CH:16]=1)(=[O:25])[CH3:24], predict the reactants needed to synthesize it. The reactants are: [F:1][C:2]([F:12])([F:11])[C:3]1[N:4]=[C:5]([C:8]([OH:10])=O)[S:6][CH:7]=1.[NH2:13][C:14]1[C:19]([CH3:20])=[C:18]([O:21][CH3:22])[CH:17]=[CH:16][C:15]=1[C:23](=[O:25])[CH3:24].C(C1C=CC(OC)=CC=1NC(C1SC=C(C(C)C)N=1)=O)(=O)C. (4) Given the product [CH2:9]([O:11][C:12](=[O:24])[C:13]1[C:18]([O:6][CH2:5][C:4]([F:8])([F:7])[F:3])=[CH:17][CH:16]=[C:15]([N+:20]([O-:22])=[O:21])[C:14]=1[NH2:23])[CH3:10], predict the reactants needed to synthesize it. The reactants are: [H-].[Na+].[F:3][C:4]([F:8])([F:7])[CH2:5][OH:6].[CH2:9]([O:11][C:12](=[O:24])[C:13]1[C:18](F)=[CH:17][CH:16]=[C:15]([N+:20]([O-:22])=[O:21])[C:14]=1[NH2:23])[CH3:10].Cl.